From a dataset of Full USPTO retrosynthesis dataset with 1.9M reactions from patents (1976-2016). Predict the reactants needed to synthesize the given product. The reactants are: Cl.[CH3:2][O:3][C:4]1[C:9]2[N:10]=[C:11]([C:13]3[NH:22][C:16]4[CH2:17][CH2:18][NH:19][CH2:20][CH2:21][C:15]=4[N:14]=3)[S:12][C:8]=2[C:7]([N:23]2[CH2:28][CH2:27][O:26][CH2:25][CH2:24]2)=[CH:6][CH:5]=1.Br[CH2:30][C:31]([NH2:33])=[O:32].C(=O)([O-])[O-].[Na+].[Na+].[I-].[Na+]. Given the product [CH3:2][O:3][C:4]1[C:9]2[N:10]=[C:11]([C:13]3[NH:22][C:16]4[CH2:17][CH2:18][N:19]([CH2:30][C:31]([NH2:33])=[O:32])[CH2:20][CH2:21][C:15]=4[N:14]=3)[S:12][C:8]=2[C:7]([N:23]2[CH2:24][CH2:25][O:26][CH2:27][CH2:28]2)=[CH:6][CH:5]=1, predict the reactants needed to synthesize it.